From a dataset of Forward reaction prediction with 1.9M reactions from USPTO patents (1976-2016). Predict the product of the given reaction. (1) Given the reactants [H-].[Na+].C([Si]([S:13][Si](C(C)C)(C(C)C)C(C)C)(C(C)C)C(C)C)(C)C.Br[C:25]1[CH:34]=[CH:33][C:32]2[C:27](=[CH:28][CH:29]=[C:30]([C:35]3[CH:40]=[CH:39][C:38]([F:41])=[CH:37][C:36]=3[F:42])[CH:31]=2)[CH:26]=1, predict the reaction product. The product is: [F:42][C:36]1[CH:37]=[C:38]([F:41])[CH:39]=[CH:40][C:35]=1[C:30]1[CH:31]=[C:32]2[C:27](=[CH:28][CH:29]=1)[CH:26]=[C:25]([SH:13])[CH:34]=[CH:33]2. (2) The product is: [ClH:11].[NH2:23][C:20]1[N:19]=[C:18]([CH3:31])[C:17]([CH2:16][NH:15][C:13](=[O:14])[CH2:12][C:7]2[C:8]([Cl:11])=[CH:9][CH:10]=[C:5]([NH:4][CH2:3][C:2]([F:1])([F:44])[C:33]3[C:42]4[C:37](=[CH:38][CH:39]=[CH:40][CH:41]=4)[C:36]([F:43])=[CH:35][CH:34]=3)[C:6]=2[F:32])=[CH:22][CH:21]=1. Given the reactants [F:1][C:2]([F:44])([C:33]1[C:42]2[C:37](=[CH:38][CH:39]=[CH:40][CH:41]=2)[C:36]([F:43])=[CH:35][CH:34]=1)[CH2:3][NH:4][C:5]1[C:6]([F:32])=[C:7]([CH2:12][C:13]([NH:15][CH2:16][C:17]2[C:18]([CH3:31])=[N:19][C:20]([NH:23]C(OC(C)(C)C)=O)=[CH:21][CH:22]=2)=[O:14])[C:8]([Cl:11])=[CH:9][CH:10]=1.CO.C(Cl)Cl, predict the reaction product.